Dataset: Forward reaction prediction with 1.9M reactions from USPTO patents (1976-2016). Task: Predict the product of the given reaction. (1) The product is: [CH2:1]([S:8]([N:11]([C:12]([CH:14]1[CH2:15][CH2:16][N:17]([C:20]2[C:30]([C:31]#[N:32])=[CH:29][C:23]([C:24]([O:26][CH2:27][CH3:28])=[O:25])=[C:22]([CH3:33])[N:21]=2)[CH2:18][CH2:19]1)=[O:13])[CH2:34][C:35]([OH:37])=[O:36])(=[O:10])=[O:9])[C:2]1[CH:3]=[CH:4][CH:5]=[CH:6][CH:7]=1. Given the reactants [CH2:1]([S:8]([N:11]([CH2:34][C:35]([O:37]C(C)(C)C)=[O:36])[C:12]([CH:14]1[CH2:19][CH2:18][N:17]([C:20]2[C:30]([C:31]#[N:32])=[CH:29][C:23]([C:24]([O:26][CH2:27][CH3:28])=[O:25])=[C:22]([CH3:33])[N:21]=2)[CH2:16][CH2:15]1)=[O:13])(=[O:10])=[O:9])[C:2]1[CH:7]=[CH:6][CH:5]=[CH:4][CH:3]=1.C(Cl)Cl.C(O)(C(F)(F)F)=O, predict the reaction product. (2) Given the reactants [C:1]1([CH3:7])[CH:6]=[CH:5][CH:4]=[CH:3][CH:2]=1.CC(O[O:18][C:19]([C:22]1C=CC=CC=1)(C)C)(C1C=CC=CC=1)C.[C]=O.[CH2:30]([OH:32])C, predict the reaction product. The product is: [C:1]1([CH2:7][C:30]([O:18][CH2:19][CH3:22])=[O:32])[CH:6]=[CH:5][CH:4]=[CH:3][CH:2]=1. (3) Given the reactants [F:1][C:2]1[CH:7]=[CH:6][C:5]([C@H:8]2[C:13]3[C:14](=[O:18])[CH2:15][O:16][CH2:17][C:12]=3[NH:11][C:10]3[C@H:19]([CH3:23])[O:20][C:21](=[O:22])[C:9]2=3)=[CH:4][C:3]=1[I:24].[C:25](O[C:25]([O:27][C:28]([CH3:31])([CH3:30])[CH3:29])=[O:26])([O:27][C:28]([CH3:31])([CH3:30])[CH3:29])=[O:26], predict the reaction product. The product is: [F:1][C:2]1[CH:7]=[CH:6][C:5]([C@H:8]2[C:13]3[C:14](=[O:18])[CH2:15][O:16][CH2:17][C:12]=3[N:11]([C:25]([O:27][C:28]([CH3:31])([CH3:30])[CH3:29])=[O:26])[C:10]3[C@H:19]([CH3:23])[O:20][C:21](=[O:22])[C:9]2=3)=[CH:4][C:3]=1[I:24]. (4) Given the reactants [CH:1]1([NH:4][C:5]([NH:7][C:8]2[CH:13]=[CH:12][C:11]([C:14]3[N:15]=[C:16]([N:23]4[CH2:28][CH2:27][O:26][CH2:25][C@@H:24]4[CH3:29])[C:17]4[CH2:22][NH:21][CH2:20][C:18]=4[N:19]=3)=[CH:10][CH:9]=2)=[O:6])[CH2:3][CH2:2]1.[CH:30](=O)[CH:31]([CH3:33])[CH3:32], predict the reaction product. The product is: [CH:1]1([NH:4][C:5]([NH:7][C:8]2[CH:9]=[CH:10][C:11]([C:14]3[N:15]=[C:16]([N:23]4[CH2:28][CH2:27][O:26][CH2:25][C@@H:24]4[CH3:29])[C:17]4[CH2:22][N:21]([CH2:30][CH:31]([CH3:33])[CH3:32])[CH2:20][C:18]=4[N:19]=3)=[CH:12][CH:13]=2)=[O:6])[CH2:2][CH2:3]1. (5) Given the reactants [C:1]1([CH2:11][N:12]2[CH2:17]C[CH2:15][C@@H:14]([NH:18][C:19]3[N:20]=[CH:21][C:22](/[CH:25]=[CH:26]/[C:27]([NH:29][O:30]C4CCCCO4)=[O:28])=[N:23][CH:24]=3)[CH2:13]2)[C:10]2[C:5](=[CH:6][CH:7]=[CH:8][CH:9]=2)[CH:4]=[CH:3][CH:2]=1.[ClH:37].CCOC(C)=O, predict the reaction product. The product is: [ClH:37].[ClH:37].[OH:30][NH:29][C:27](=[O:28])/[CH:26]=[CH:25]/[C:22]1[CH:21]=[N:20][C:19]([NH:18][C@@H:14]2[CH2:15][CH2:17][N:12]([CH2:11][C:1]3[C:10]4[C:5](=[CH:6][CH:7]=[CH:8][CH:9]=4)[CH:4]=[CH:3][CH:2]=3)[CH2:13]2)=[CH:24][N:23]=1. (6) Given the reactants Cl.Cl.[CH2:3]([NH:5][C:6]1[NH:10][C:9]2[CH:11]=[CH:12][C:13]([C:15]3[CH:16]=[CH:17][C:18]4[O:24][CH2:23][CH2:22][NH:21][CH2:20][C:19]=4[CH:25]=3)=[CH:14][C:8]=2[N:7]=1)[CH3:4].Cl[C:27]1[N:36]=[C:35](Cl)[C:34]2[C:29](=[CH:30][CH:31]=[CH:32][CH:33]=2)[N:28]=1.[CH2:38]([NH2:40])[CH3:39], predict the reaction product. The product is: [CH2:38]([NH:40][C:27]1[N:36]=[C:35]([N:21]2[CH2:20][C:19]3[CH:25]=[C:15]([C:13]4[CH:12]=[CH:11][C:9]5[N:10]=[C:6]([NH:5][CH2:3][CH3:4])[NH:7][C:8]=5[CH:14]=4)[CH:16]=[CH:17][C:18]=3[O:24][CH2:23][CH2:22]2)[C:34]2[C:29](=[CH:30][CH:31]=[CH:32][CH:33]=2)[N:28]=1)[CH3:39]. (7) The product is: [F:13][C:14]1[CH:19]=[CH:18][C:17]([N:20]2[C:9]3[C:10](=[CH:11][C:4]([O:3][CH3:2])=[CH:5][CH:8]=3)[CH:22]=[N:21]2)=[CH:16][CH:15]=1. Given the reactants F[CH2:2][O:3][C:4]1[CH:11]=[CH:10][CH:9]=[CH:8][C:5]=1C=O.Cl.[F:13][C:14]1[CH:19]=[CH:18][C:17]([NH:20][NH2:21])=[CH:16][CH:15]=1.[C:22](=O)([O-])[O-].[Cs+].[Cs+], predict the reaction product. (8) Given the reactants [C:1](Cl)(=[O:5])[CH2:2][CH2:3][CH3:4].[NH2:7][C:8]1[CH:13]=[C:12]([O:14][C:15]2[CH:20]=[CH:19][C:18]([N+:21]([O-:23])=[O:22])=[CH:17][CH:16]=2)[CH:11]=[CH:10][N:9]=1.C(N(CC)CC)C.O1CCCC1, predict the reaction product. The product is: [C:1]([NH:7][C:8]1[CH:13]=[C:12]([O:14][C:15]2[CH:16]=[CH:17][C:18]([N+:21]([O-:23])=[O:22])=[CH:19][CH:20]=2)[CH:11]=[CH:10][N:9]=1)(=[O:5])[CH2:2][CH2:3][CH3:4].